Dataset: Forward reaction prediction with 1.9M reactions from USPTO patents (1976-2016). Task: Predict the product of the given reaction. (1) Given the reactants Cl[C:2]1[CH:3]=[C:4]([NH:13][C:14]2[CH:19]=[CH:18][C:17]([CH:20]3[CH2:25][CH2:24][N:23]([C:26]([O:28][C:29]([CH3:32])([CH3:31])[CH3:30])=[O:27])[CH2:22][CH2:21]3)=[CH:16][C:15]=2[O:33][CH3:34])[C:5]2[C:10](=[O:11])[NH:9][N:8]=[CH:7][C:6]=2[N:12]=1.[Br-].[Cl:36][C:37]1[CH:44]=[CH:43][CH:42]=[C:41]([Cl:45])[C:38]=1[CH2:39][Zn+], predict the reaction product. The product is: [Cl:36][C:37]1[CH:44]=[CH:43][CH:42]=[C:41]([Cl:45])[C:38]=1[CH2:39][C:2]1[CH:3]=[C:4]([NH:13][C:14]2[CH:19]=[CH:18][C:17]([CH:20]3[CH2:21][CH2:22][N:23]([C:26]([O:28][C:29]([CH3:31])([CH3:30])[CH3:32])=[O:27])[CH2:24][CH2:25]3)=[CH:16][C:15]=2[O:33][CH3:34])[C:5]2[C:10](=[O:11])[NH:9][N:8]=[CH:7][C:6]=2[N:12]=1. (2) Given the reactants [F:1][C:2]1[CH:7]=[CH:6][CH:5]=[C:4]([F:8])[C:3]=1[N:9]1[C:14]2[N:15]=[C:16]([S:34][CH3:35])[N:17]=[C:18]([C:19]3[CH:20]=[C:21]([CH:30]=[CH:31][C:32]=3[CH3:33])[C:22]([NH:24][C:25]3[S:26][CH:27]=[CH:28][N:29]=3)=[O:23])[C:13]=2[CH2:12][NH:11][C:10]1=[O:36].C1C=C(Cl)C=C(C(OO)=[O:45])C=1, predict the reaction product. The product is: [F:8][C:4]1[CH:5]=[CH:6][CH:7]=[C:2]([F:1])[C:3]=1[N:9]1[C:14]2[N:15]=[C:16]([S:34]([CH3:35])=[O:45])[N:17]=[C:18]([C:19]3[CH:20]=[C:21]([CH:30]=[CH:31][C:32]=3[CH3:33])[C:22]([NH:24][C:25]3[S:26][CH:27]=[CH:28][N:29]=3)=[O:23])[C:13]=2[CH2:12][NH:11][C:10]1=[O:36]. (3) Given the reactants Br[C:2]1[CH:10]=[CH:9][C:5]([C:6]([OH:8])=[O:7])=[CH:4][CH:3]=1.[C:11]1([CH3:20])[CH:16]=[CH:15][CH:14]=[CH:13][C:12]=1B(O)O, predict the reaction product. The product is: [C:11]1([CH3:20])[CH:16]=[CH:15][CH:14]=[CH:13][C:12]=1[C:2]1[CH:10]=[CH:9][C:5]([C:6]([OH:8])=[O:7])=[CH:4][CH:3]=1. (4) Given the reactants [CH3:1][C:2]1[CH:10]=[CH:9][CH:8]=[CH:7][C:3]=1[C:4]([OH:6])=O.CN(C(ON1N=NC2C=CC=NC1=2)=[N+](C)C)C.F[P-](F)(F)(F)(F)F.CCN(C(C)C)C(C)C.[I-].[CH2:45]([N+:49]1[N:53]=[C:52]([CH3:54])[S:51][C:50]=1[CH3:55])[CH2:46][CH2:47][CH3:48], predict the reaction product. The product is: [CH2:45]([N:49]1[N:53]=[C:52]([CH3:54])[S:51]/[C:50]/1=[CH:55]\[C:4]([C:3]1[CH:7]=[CH:8][CH:9]=[CH:10][C:2]=1[CH3:1])=[O:6])[CH2:46][CH2:47][CH3:48].